The task is: Predict the product of the given reaction.. This data is from Forward reaction prediction with 1.9M reactions from USPTO patents (1976-2016). (1) Given the reactants C(P1(=O)OP(CCC)(=O)OP(CCC)(=O)O1)CC.C(OCC)(=O)C.[F:25][CH:26]([F:45])[C:27]1[CH:32]=[CH:31][C:30](/[CH:33]=[CH:34]/[C:35]([OH:37])=O)=[C:29]([CH2:38][N:39]2[N:43]=[N:42][C:41]([CH3:44])=[N:40]2)[CH:28]=1.Cl.[CH3:47][C:48]1[O:52][N:51]=[C:50]([CH:53]2[CH2:58][CH2:57][NH:56][CH2:55][CH2:54]2)[N:49]=1.C(=O)(O)[O-].[Na+], predict the reaction product. The product is: [F:45][CH:26]([F:25])[C:27]1[CH:32]=[CH:31][C:30](/[CH:33]=[CH:34]/[C:35]([N:56]2[CH2:55][CH2:54][CH:53]([C:50]3[N:49]=[C:48]([CH3:47])[O:52][N:51]=3)[CH2:58][CH2:57]2)=[O:37])=[C:29]([CH2:38][N:39]2[N:43]=[N:42][C:41]([CH3:44])=[N:40]2)[CH:28]=1. (2) Given the reactants Cl[C:2]1[N:7]2[N:8]=[C:9]([NH:11][C:12](=[O:19])[C:13]3[CH:18]=[CH:17][CH:16]=[CH:15][CH:14]=3)[N:10]=[C:6]2[CH:5]=[CH:4][CH:3]=1.[CH3:20][O:21][CH2:22][CH2:23][NH2:24], predict the reaction product. The product is: [CH3:20][O:21][CH2:22][CH2:23][NH:24][C:2]1[N:7]2[N:8]=[C:9]([NH:11][C:12](=[O:19])[C:13]3[CH:18]=[CH:17][CH:16]=[CH:15][CH:14]=3)[N:10]=[C:6]2[CH:5]=[CH:4][CH:3]=1.